From a dataset of Forward reaction prediction with 1.9M reactions from USPTO patents (1976-2016). Predict the product of the given reaction. (1) Given the reactants [C:1]([O:4][CH2:5][C@H:6]([N:8]1[CH:17]=[CH:16][C:15]2[C:10](=[CH:11][CH:12]=[C:13]([Cl:19])[C:14]=2I)[C:9]1=[O:20])[CH3:7])(=[O:3])[CH3:2].Cl.[F:22][C:23]1([F:31])[CH2:28][CH2:27][CH:26]([CH2:29][NH2:30])[CH2:25][CH2:24]1.N12CCCN=C1CCCCC2.[O:43]1CCOC[CH2:44]1, predict the reaction product. The product is: [C:1]([O:4][CH2:5][C@H:6]([N:8]1[CH:17]=[CH:16][C:15]2[C:10](=[CH:11][CH:12]=[C:13]([Cl:19])[C:14]=2[C:44](=[O:43])[NH:30][CH2:29][CH:26]2[CH2:27][CH2:28][C:23]([F:31])([F:22])[CH2:24][CH2:25]2)[C:9]1=[O:20])[CH3:7])(=[O:3])[CH3:2]. (2) Given the reactants [NH2:1][C:2]1[S:3][C:4]2[N:5]=[C:6]([NH:11][C:12]3[CH:13]=[C:14]([NH:19][C:20](=[O:32])[C:21]4[CH:26]=[CH:25][CH:24]=[C:23]([C:27]([C:30]#[N:31])([CH3:29])[CH3:28])[CH:22]=4)[CH:15]=[CH:16][C:17]=3[CH3:18])[N:7]=[CH:8][C:9]=2[N:10]=1.[C:33](Cl)(=[O:35])[CH3:34].C(=O)([O-])O.[Na+], predict the reaction product. The product is: [C:33]([NH:1][C:2]1[S:3][C:4]2[N:5]=[C:6]([NH:11][C:12]3[CH:13]=[C:14]([NH:19][C:20](=[O:32])[C:21]4[CH:26]=[CH:25][CH:24]=[C:23]([C:27]([C:30]#[N:31])([CH3:29])[CH3:28])[CH:22]=4)[CH:15]=[CH:16][C:17]=3[CH3:18])[N:7]=[CH:8][C:9]=2[N:10]=1)(=[O:35])[CH3:34]. (3) The product is: [I:12][C:15]1[CH:17]=[C:18]([S:21]([C:24]2[CH:29]=[CH:28][CH:27]=[CH:26][CH:25]=2)(=[O:23])=[O:22])[CH:19]=[CH:20][C:14]=1[CH3:13]. Given the reactants FC1C=CC(S(C)(=O)=O)=CC=1[I:12].[CH3:13][C:14]1[CH:20]=[CH:19][C:18]([S:21]([C:24]2[CH:29]=[CH:28][CH:27]=[CH:26][CH:25]=2)(=[O:23])=[O:22])=[CH:17][C:15]=1N, predict the reaction product. (4) Given the reactants [CH2:1]([O:3][C:4](=[O:41])[C:5]([CH3:40])([CH3:39])[CH2:6][CH2:7][CH2:8][CH2:9][CH2:10][CH2:11][C:12]([N+]#[C-])(S(C1C=CC(C)=CC=1)(=O)=O)[CH2:13][CH2:14][CH2:15][CH2:16][CH2:17][CH2:18][C:19]([CH3:26])([CH3:25])[C:20]([O:22][CH2:23][CH3:24])=[O:21])[CH3:2].Cl.[OH2:43], predict the reaction product. The product is: [CH2:1]([O:3][C:4](=[O:41])[C:5]([CH3:40])([CH3:39])[CH2:6][CH2:7][CH2:8][CH2:9][CH2:10][CH2:11][C:12](=[O:43])[CH2:13][CH2:14][CH2:15][CH2:16][CH2:17][CH2:18][C:19]([CH3:26])([CH3:25])[C:20]([O:22][CH2:23][CH3:24])=[O:21])[CH3:2].